Dataset: Full USPTO retrosynthesis dataset with 1.9M reactions from patents (1976-2016). Task: Predict the reactants needed to synthesize the given product. (1) Given the product [C:18]([O:22][C:23]([N:25]1[CH2:29][C@H:28]([O:30][Si:31]([C:34]([CH3:37])([CH3:36])[CH3:35])([CH3:32])[CH3:33])[CH2:27][C@H:26]1[CH2:38][NH:17][C:5]1[C:6]([O:8][C:9]2[CH:10]=[CH:11][C:12]([O:15][CH3:16])=[CH:13][CH:14]=2)=[N:7][C:2]([Cl:1])=[N:3][CH:4]=1)=[O:24])([CH3:21])([CH3:20])[CH3:19], predict the reactants needed to synthesize it. The reactants are: [Cl:1][C:2]1[N:7]=[C:6]([O:8][C:9]2[CH:14]=[CH:13][C:12]([O:15][CH3:16])=[CH:11][CH:10]=2)[C:5]([NH2:17])=[CH:4][N:3]=1.[C:18]([O:22][C:23]([N:25]1[CH2:29][C@H:28]([O:30][Si:31]([C:34]([CH3:37])([CH3:36])[CH3:35])([CH3:33])[CH3:32])[CH2:27][C@H:26]1[CH:38]=O)=[O:24])([CH3:21])([CH3:20])[CH3:19].C(O)(=O)C.[BH-](OC(C)=O)(OC(C)=O)OC(C)=O.[Na+]. (2) Given the product [CH:16]([C:6]1[CH:5]=[CH:4][CH:3]=[CH:2][C:1]=1[N:7]1[CH:11]=[CH:10][CH:9]=[N:8]1)=[CH:17][C:18]1[CH:23]=[CH:22][CH:21]=[CH:20][CH:19]=1, predict the reactants needed to synthesize it. The reactants are: [C:1]1([N:7]2[CH:11]=[CH:10][CH:9]=[N:8]2)[CH:6]=[CH:5][CH:4]=[CH:3][CH:2]=1.C(O[CH:16]=[CH:17][C:18]1[CH:23]=[CH:22][CH:21]=[CH:20][CH:19]=1)(=O)C.C1(C)C=CC=CC=1. (3) Given the product [C:6]1([NH:12][CH2:13][C:14]2[CH:19]=[CH:18][C:17]([CH2:20][C:21]3[CH:26]=[C:25]([C:27]4[C:28]([NH2:33])=[N:29][CH:30]=[CH:31][CH:32]=4)[O:23][N:22]=3)=[CH:16][CH:15]=2)[CH:11]=[CH:10][CH:9]=[CH:8][CH:7]=1, predict the reactants needed to synthesize it. The reactants are: O1CCCC1.[C:6]1([NH:12][CH2:13][C:14]2[CH:19]=[CH:18][C:17]([CH2:20][C:21](Cl)=[N:22][OH:23])=[CH:16][CH:15]=2)[CH:11]=[CH:10][CH:9]=[CH:8][CH:7]=1.[C:25]([C:27]1[C:28]([NH2:33])=[N:29][CH:30]=[CH:31][CH:32]=1)#[CH:26].C(N(CC)CC)C. (4) Given the product [Br:1][C:2]1[CH:3]=[C:4]2[C:5](=[CH:10][CH:11]=1)[C:6](=[O:7])[NH:14][CH2:12]2, predict the reactants needed to synthesize it. The reactants are: [Br:1][C:2]1[CH:11]=[CH:10][C:5]([C:6](OC)=[O:7])=[C:4]([CH3:12])[CH:3]=1.Br[N:14]1C(=O)CCC1=O.N(C(C)(C)C#N)=NC(C)(C)C#N.[Br-]. (5) Given the product [CH:1]1([N:6]2[C:14]3[CH:13]=[CH:12][NH:11][C:10](=[O:15])[C:9]=3[C:8]([C:17]3[CH:18]=[C:19]([S:23]([NH2:26])(=[O:24])=[O:25])[CH:20]=[CH:21][CH:22]=3)=[N:7]2)[CH2:2][CH2:3][CH2:4][CH2:5]1, predict the reactants needed to synthesize it. The reactants are: [CH:1]1([N:6]2[C:14]3[CH:13]=[CH:12][N:11]=[C:10]([O:15]C)[C:9]=3[C:8]([C:17]3[CH:18]=[C:19]([S:23]([NH2:26])(=[O:25])=[O:24])[CH:20]=[CH:21][CH:22]=3)=[N:7]2)[CH2:5][CH2:4][CH2:3][CH2:2]1.[I-].[Na+].Cl[Si](C)(C)C.O.